Task: Predict the product of the given reaction.. Dataset: Forward reaction prediction with 1.9M reactions from USPTO patents (1976-2016) (1) Given the reactants Cl.Cl.[OH:3][C@@H:4]1[CH2:11][N:10]([CH2:12][CH2:13][CH2:14][N:15]2[C:21](=[O:22])[CH2:20][CH2:19][NH:18][C@H:17]([CH3:23])[CH2:16]2)[CH2:9][CH2:8][C:5]21[CH2:7][CH2:6]2.[Cl:24][C:25]1[CH:26]=[C:27]([N:31]=[C:32]=[O:33])[CH:28]=[CH:29][CH:30]=1, predict the reaction product. The product is: [Cl:24][C:25]1[CH:26]=[C:27]([NH:31][C:32]([N:18]2[CH2:19][CH2:20][C:21](=[O:22])[N:15]([CH2:14][CH2:13][CH2:12][N:10]3[CH2:9][CH2:8][C:5]4([CH2:6][CH2:7]4)[C@H:4]([OH:3])[CH2:11]3)[CH2:16][C@H:17]2[CH3:23])=[O:33])[CH:28]=[CH:29][CH:30]=1. (2) Given the reactants [H-].[Na+].[C:3]([O:10][CH3:11])(=[O:9])[CH2:4][C:5]([O:7][CH3:8])=[O:6].[CH2:12]([C@@H:15]1[CH2:19]OS(=O)(=O)O1)[CH2:13][CH3:14].C([O-])(=O)CC([O-])=O, predict the reaction product. The product is: [CH3:8][O:7][C:5]([C:4]1([C:3]([O:10][CH3:11])=[O:9])[CH2:14][C@@H:13]1[CH2:12][CH2:15][CH3:19])=[O:6]. (3) Given the reactants [NH2:1][C:2]1[CH:10]=[CH:9][CH:8]=[C:7]2[C:3]=1[C:4](=[O:20])[N:5]([CH:12]1[CH2:17][CH2:16][C:15](=[O:18])[NH:14][C:13]1=[O:19])[C:6]2=[O:11].[C:21](Cl)(=[O:26])[CH2:22][CH2:23][CH2:24][CH3:25], predict the reaction product. The product is: [O:19]=[C:13]1[CH:12]([N:5]2[C:4](=[O:20])[C:3]3[C:7](=[CH:8][CH:9]=[CH:10][C:2]=3[NH:1][C:21](=[O:26])[CH2:22][CH2:23][CH2:24][CH3:25])[C:6]2=[O:11])[CH2:17][CH2:16][C:15](=[O:18])[NH:14]1. (4) Given the reactants C[O-].[Na+].[C:4]1([C:13]2[C:8](=[CH:9][CH:10]=[CH:11][CH:12]=2)[CH2:7][O:6]1)=[O:5].[N+:14]([C:17]1[CH:18]=[C:19]([CH:22]=[CH:23][CH:24]=1)[CH:20]=O)([O-:16])=[O:15].C(OCC)(=O)CC, predict the reaction product. The product is: [N+:14]([C:17]1[CH:18]=[C:19]([CH:20]2[C:4](=[O:5])[C:13]3[C:8](=[CH:9][CH:10]=[CH:11][CH:12]=3)[C:7]2=[O:6])[CH:22]=[CH:23][CH:24]=1)([O-:16])=[O:15].